The task is: Predict which catalyst facilitates the given reaction.. This data is from Catalyst prediction with 721,799 reactions and 888 catalyst types from USPTO. (1) Reactant: Cl.[CH3:2][N:3]([CH3:35])[C:4]([C:6]1[CH:7]=[C:8]2[C:13](=[C:14]([CH:16]3[CH2:20][CH2:19][CH2:18][N:17]3C(OC(C)(C)C)=O)[CH:15]=1)[O:12][C:11]([N:28]1[CH2:33][CH2:32][O:31][CH2:30][CH2:29]1)=[CH:10][C:9]2=[O:34])=[O:5]. Product: [CH3:2][N:3]([CH3:35])[C:4]([C:6]1[CH:7]=[C:8]2[C:13](=[C:14]([CH:16]3[CH2:20][CH2:19][CH2:18][NH:17]3)[CH:15]=1)[O:12][C:11]([N:28]1[CH2:33][CH2:32][O:31][CH2:30][CH2:29]1)=[CH:10][C:9]2=[O:34])=[O:5]. The catalyst class is: 2. (2) Reactant: [OH:1][CH2:2][CH2:3][CH2:4][N:5]1[CH2:10][CH2:9][NH:8][CH2:7][CH2:6]1.C(=O)([O-])[O-].[K+].[K+].Br[CH2:18][C:19]([NH:21][C:22]1[C:27]([CH:28]([CH3:30])[CH3:29])=[CH:26][C:25]([OH:31])=[CH:24][C:23]=1[CH:32]([CH3:34])[CH3:33])=[O:20].[Cl-].[NH4+]. Product: [OH:1][CH2:2][CH2:3][CH2:4][N:5]1[CH2:10][CH2:9][N:8]([CH2:18][C:19]([NH:21][C:22]2[C:27]([CH:28]([CH3:30])[CH3:29])=[CH:26][C:25]([OH:31])=[CH:24][C:23]=2[CH:32]([CH3:34])[CH3:33])=[O:20])[CH2:7][CH2:6]1. The catalyst class is: 10. (3) Reactant: [Cl:1][C:2]1[N:7]=[CH:6][C:5](N)=[CH:4][C:3]=1/[CH:9]=[CH:10]/[C:11]1[CH:16]=[CH:15][N:14]=[CH:13][CH:12]=1.N([O-])=O.[Na+].[Na+].[I-:22].[OH-].[Na+]. Product: [Cl:1][C:2]1[C:3](/[CH:9]=[CH:10]/[C:11]2[CH:16]=[CH:15][N:14]=[CH:13][CH:12]=2)=[CH:4][C:5]([I:22])=[CH:6][N:7]=1. The catalyst class is: 561. (4) Product: [CH2:20]([O:27][C:9]1[N:8]=[C:7]([NH:6][CH2:5][C:4]2[CH:14]=[CH:15][C:16]([O:18][CH3:19])=[CH:17][C:3]=2[O:2][CH3:1])[CH:12]=[CH:11][N:10]=1)[C:21]1[CH:26]=[CH:25][CH:24]=[CH:23][CH:22]=1. The catalyst class is: 3. Reactant: [CH3:1][O:2][C:3]1[CH:17]=[C:16]([O:18][CH3:19])[CH:15]=[CH:14][C:4]=1[CH2:5][NH:6][C:7]1[CH:12]=[CH:11][N:10]=[C:9](F)[N:8]=1.[CH2:20]([OH:27])[C:21]1[CH:26]=[CH:25][CH:24]=[CH:23][CH:22]=1.[H-].[Na+].[Cl-].[NH4+]. (5) Reactant: FC(F)(F)S(O[C:7]1[CH:15]=[CH:14][C:13]([C:16]2[N:17]([C:27]([O:29][C:30]([CH3:33])([CH3:32])[CH3:31])=[O:28])[C:18]3[C:23]([CH:24]=2)=[CH:22][C:21]([CH:25]=[O:26])=[CH:20][CH:19]=3)=[C:12]2[C:8]=1[CH2:9][NH:10][C:11]2=[O:34])(=O)=O.[CH3:37]B1OB(C)OB(C)O1.C(=O)([O-])[O-].[K+].[K+].O. Product: [CH3:37][C:7]1[CH:15]=[CH:14][C:13]([C:16]2[N:17]([C:27]([O:29][C:30]([CH3:33])([CH3:32])[CH3:31])=[O:28])[C:18]3[C:23]([CH:24]=2)=[CH:22][C:21]([CH:25]=[O:26])=[CH:20][CH:19]=3)=[C:12]2[C:8]=1[CH2:9][NH:10][C:11]2=[O:34]. The catalyst class is: 216. (6) Reactant: Br[C:2]1[CH:3]=[C:4]([C:9]2[N:10]=[N:11][N:12]([CH:14]([CH3:16])[CH3:15])[CH:13]=2)[C:5]([NH2:8])=[N:6][CH:7]=1.CC1(C)C(C)(C)OB([C:25]2[CH:30]=[CH:29][C:28]([N:31]3[CH2:36][CH2:35][O:34][CH2:33][CH2:32]3)=[CH:27][CH:26]=2)O1.O.C([O-])([O-])=O.[Cs+].[Cs+]. Product: [CH:14]([N:12]1[CH:13]=[C:9]([C:4]2[C:5]([NH2:8])=[N:6][CH:7]=[C:2]([C:25]3[CH:26]=[CH:27][C:28]([N:31]4[CH2:32][CH2:33][O:34][CH2:35][CH2:36]4)=[CH:29][CH:30]=3)[CH:3]=2)[N:10]=[N:11]1)([CH3:16])[CH3:15]. The catalyst class is: 752. (7) Reactant: [CH3:1][N:2]([N:4]=[N:5][C:6]1[CH:10]=[C:9]([C:11]2[CH:16]=[CH:15][CH:14]=[CH:13][CH:12]=2)[S:8][C:7]=1[C:17]([O:19]C)=[O:18])[CH3:3].[OH-].[Na+].Cl. Product: [CH3:3][N:2]([N:4]=[N:5][C:6]1[CH:10]=[C:9]([C:11]2[CH:16]=[CH:15][CH:14]=[CH:13][CH:12]=2)[S:8][C:7]=1[C:17]([OH:19])=[O:18])[CH3:1]. The catalyst class is: 24.